Dataset: Full USPTO retrosynthesis dataset with 1.9M reactions from patents (1976-2016). Task: Predict the reactants needed to synthesize the given product. (1) Given the product [CH:17]1([CH2:21][O:20][CH2:19][CH2:10][C:4]2[CH:9]=[CH:8][C:7]([CH2:11][OH:14])=[CH:6][CH:5]=2)[CH2:18][CH2:2]1, predict the reactants needed to synthesize it. The reactants are: S(C)[CH3:2].[C:4]1([CH3:10])[CH:9]=[CH:8][CH:7]=[CH:6][CH:5]=1.[C:11]([O-:14])([O-])=O.[K+].[K+].[CH2:17]1[CH2:21][O:20][CH2:19][CH2:18]1. (2) The reactants are: [C:1]([O:5][C:6](=[O:12])[NH:7][C@H:8]([CH3:11])[CH2:9][OH:10])([CH3:4])([CH3:3])[CH3:2].C(Cl)(=O)C(Cl)=O.CS(C)=O. Given the product [C:1]([O:5][C:6](=[O:12])[NH:7][CH:8]([CH3:11])[CH:9]=[O:10])([CH3:4])([CH3:2])[CH3:3], predict the reactants needed to synthesize it. (3) Given the product [Cl:1][C:2]1[CH:7]=[CH:6][C:5]([S:8]([N:22]2[C:21]3[CH2:20][CH:19]4[N:28]([S:29]([C:32]5[CH:37]=[CH:36][C:35]([Cl:38])=[CH:34][CH:33]=5)(=[O:31])=[O:30])[CH:26]([C:25]=3[CH:24]=[N:23]2)[CH2:27][CH:17]([C:15]([O:14][CH2:12][CH3:13])=[O:16])[CH2:18]4)(=[O:10])=[O:9])=[CH:4][CH:3]=1.[Cl:1][C:2]1[CH:7]=[CH:6][C:5]([S:8]([N:23]2[CH:24]=[C:25]3[CH:26]4[N:28]([S:29]([C:32]5[CH:37]=[CH:36][C:35]([Cl:38])=[CH:34][CH:33]=5)(=[O:30])=[O:31])[CH:19]([CH2:20][C:21]3=[N:22]2)[CH2:18][CH:17]([C:15]([O:14][CH2:12][CH3:13])=[O:16])[CH2:27]4)(=[O:10])=[O:9])=[CH:4][CH:3]=1, predict the reactants needed to synthesize it. The reactants are: [Cl:1][C:2]1[CH:7]=[CH:6][C:5]([S:8](Cl)(=[O:10])=[O:9])=[CH:4][CH:3]=1.[CH2:12]([O:14][C:15]([CH:17]1[CH2:27][CH:26]2[N:28]([S:29]([C:32]3[CH:37]=[CH:36][C:35]([Cl:38])=[CH:34][CH:33]=3)(=[O:31])=[O:30])[CH:19]([CH2:20][C:21]3[NH:22][N:23]=[CH:24][C:25]=32)[CH2:18]1)=[O:16])[CH3:13]. (4) Given the product [O:11]1[C:15]2[CH:16]=[CH:17][C:18]([CH:20]([C:2]3[S:1][CH:5]=[CH:4][N:3]=3)[OH:21])=[CH:19][C:14]=2[CH:13]=[CH:12]1, predict the reactants needed to synthesize it. The reactants are: [S:1]1[CH:5]=[CH:4][N:3]=[CH:2]1.[Li]CCCC.[O:11]1[C:15]2[CH:16]=[CH:17][C:18]([CH:20]=[O:21])=[CH:19][C:14]=2[CH:13]=[CH:12]1. (5) The reactants are: [N:1]1[N:2]([C:6]2[CH:7]=[C:8]([NH:12][C:13]3[N:18]=[C:17]([NH:19][C@@H:20]4[CH2:25][CH2:24][CH2:23][CH2:22][C@@H:21]4[NH:26]C(=O)OC(C)(C)C)[CH:16]=[N:15][C:14]=3[C:34]#[N:35])[CH:9]=[CH:10][CH:11]=2)[N:3]=[CH:4][CH:5]=1. Given the product [N:1]1[N:2]([C:6]2[CH:7]=[C:8]([NH:12][C:13]3[C:14]([C:34]#[N:35])=[N:15][CH:16]=[C:17]([NH:19][C@@H:20]4[CH2:25][CH2:24][CH2:23][CH2:22][C@@H:21]4[NH2:26])[N:18]=3)[CH:9]=[CH:10][CH:11]=2)[N:3]=[CH:4][CH:5]=1, predict the reactants needed to synthesize it.